Dataset: Catalyst prediction with 721,799 reactions and 888 catalyst types from USPTO. Task: Predict which catalyst facilitates the given reaction. (1) Reactant: [S:1]1[CH:5]=[CH:4][CH:3]=[C:2]1[S:6]([N:9]1[CH2:14][CH2:13][N:12]([C:15]2[CH:20]=[CH:19][C:18]([C:21]([OH:27])([CH3:26])[C:22]([F:25])([F:24])[F:23])=[CH:17][CH:16]=2)[C@@H:11]([CH2:28][C:29](=O)[CH3:30])[CH2:10]1)(=[O:8])=[O:7].[O:32]1[CH2:35][CH:34]([NH2:36])[CH2:33]1.[BH4-].[Na+].[NH4+].[Cl-]. The catalyst class is: 36. Product: [F:25][C:22]([F:23])([F:24])[C:21]([C:18]1[CH:17]=[CH:16][C:15]([N:12]2[CH2:13][CH2:14][N:9]([S:6]([C:2]3[S:1][CH:5]=[CH:4][CH:3]=3)(=[O:7])=[O:8])[CH2:10][C@@H:11]2[CH2:28][CH:29]([NH:36][CH:34]2[CH2:35][O:32][CH2:33]2)[CH3:30])=[CH:20][CH:19]=1)([OH:27])[CH3:26]. (2) Reactant: C1C=C(Cl)C=C(C(OO)=O)C=1.[CH3:12][C:13]1([CH3:47])[O:17][CH:16]([CH2:18][N:19]2[C:31]3[C:30]4[CH:29]=[CH:28][C:27]([O:32][CH2:33][CH2:34][NH:35][C:36](=[O:42])[O:37][C:38]([CH3:41])([CH3:40])[CH3:39])=[CH:26][C:25]=4[N:24]=[CH:23][C:22]=3[N:21]=[C:20]2[CH2:43][O:44][CH2:45][CH3:46])[CH2:15][O:14]1.C[C@H](N)C([NH:52][C@H](C(N[C@H](C(N1[C@H](C(O)=O)CCC1)=O)CC(O)=O)=O)CC(N)=O)=O.C1(C)C(S(Cl)(=O)=O)=CC=CC=1. Product: [NH2:52][C:23]1[C:22]2[N:21]=[C:20]([CH2:43][O:44][CH2:45][CH3:46])[N:19]([CH2:18][CH:16]3[CH2:15][O:14][C:13]([CH3:47])([CH3:12])[O:17]3)[C:31]=2[C:30]2[CH:29]=[CH:28][C:27]([O:32][CH2:33][CH2:34][NH:35][C:36](=[O:42])[O:37][C:38]([CH3:39])([CH3:40])[CH3:41])=[CH:26][C:25]=2[N:24]=1. The catalyst class is: 4. (3) Reactant: Br[CH2:2][C:3]1[CH:12]=[CH:11][C:10]([O:13][CH3:14])=[CH:9][C:4]=1[C:5]([O:7][CH3:8])=[O:6].[Br:15][C:16]1[C:17]([CH3:23])=[C:18]([CH:20]=[CH:21][CH:22]=1)[NH2:19]. Product: [Br:15][C:16]1[C:17]([CH3:23])=[C:18]([NH:19][CH2:2][C:3]2[CH:12]=[CH:11][C:10]([O:13][CH3:14])=[CH:9][C:4]=2[C:5]([O:7][CH3:8])=[O:6])[CH:20]=[CH:21][CH:22]=1. The catalyst class is: 100. (4) Reactant: [Cl:1][C:2]1[CH:3]=[CH:4][C:5]([CH3:15])=[C:6]([N:8]2[C:12]([NH2:13])=[CH:11][C:10]([CH3:14])=[N:9]2)[CH:7]=1.[N:16]1[N:20]2[CH:21]=[CH:22][CH:23]=[N:24][C:19]2=[C:18]([C:25](O)=[O:26])[CH:17]=1.F[P-](F)(F)(F)(F)F.N1(O[P+](N2CCCC2)(N2CCCC2)N2CCCC2)C2N=CC=CC=2N=N1.C(N(CC)C(C)C)(C)C. Product: [Cl:1][C:2]1[CH:3]=[CH:4][C:5]([CH3:15])=[C:6]([N:8]2[C:12]([NH:13][C:25]([C:18]3[CH:17]=[N:16][N:20]4[CH:21]=[CH:22][CH:23]=[N:24][C:19]=34)=[O:26])=[CH:11][C:10]([CH3:14])=[N:9]2)[CH:7]=1. The catalyst class is: 468. (5) Reactant: P(Cl)(Cl)(Cl)=O.[F:6][C:7]([F:17])([F:16])[CH2:8][CH2:9][O:10][C:11]1[S:12][CH:13]=[CH:14][CH:15]=1.[C:18](=O)(O)[O-:19].[Na+]. Product: [F:17][C:7]([F:6])([F:16])[CH2:8][CH2:9][O:10][C:11]1[S:12][C:13]([CH:18]=[O:19])=[CH:14][CH:15]=1. The catalyst class is: 9. (6) Reactant: [H-].[Na+].[Si:3]([O:10][CH:11]1[CH2:14][N:13]([CH2:15][C@H:16]([OH:27])[C:17]([NH:19][C:20]2[CH:25]=[N:24][C:23]([CH3:26])=[CH:22][N:21]=2)=[O:18])[CH2:12]1)([C:6]([CH3:9])([CH3:8])[CH3:7])([CH3:5])[CH3:4].Cl[C:29]1[N:34]=[CH:33][N:32]=[C:31]2[N:35]([C:38]3[C:43]([Cl:44])=[CH:42][CH:41]=[CH:40][C:39]=3[Cl:45])[N:36]=[CH:37][C:30]=12.C(O)(=O)CC(CC(O)=O)(C(O)=O)O. Product: [Si:3]([O:10][CH:11]1[CH2:12][N:13]([CH2:15][C@H:16]([O:27][C:29]2[N:34]=[CH:33][N:32]=[C:31]3[N:35]([C:38]4[C:43]([Cl:44])=[CH:42][CH:41]=[CH:40][C:39]=4[Cl:45])[N:36]=[CH:37][C:30]=23)[C:17]([NH:19][C:20]2[CH:25]=[N:24][C:23]([CH3:26])=[CH:22][N:21]=2)=[O:18])[CH2:14]1)([C:6]([CH3:9])([CH3:8])[CH3:7])([CH3:4])[CH3:5]. The catalyst class is: 253. (7) Reactant: [F:1][C:2]([F:19])([CH:8](O)[C:9]1[CH:14]=[CH:13][CH:12]=[C:11]([N+:15]([O-:17])=[O:16])[CH:10]=1)[C:3]([O:5][CH2:6][CH3:7])=[O:4].C(OCC)(=O)C.O.COCCN(S(F)(F)[F:37])CCOC. Product: [F:1][C:2]([F:19])([CH:8]([F:37])[C:9]1[CH:14]=[CH:13][CH:12]=[C:11]([N+:15]([O-:17])=[O:16])[CH:10]=1)[C:3]([O:5][CH2:6][CH3:7])=[O:4]. The catalyst class is: 2.